This data is from Drug-target binding data from BindingDB using Ki measurements. The task is: Regression. Given a target protein amino acid sequence and a drug SMILES string, predict the binding affinity score between them. We predict pKi (pKi = -log10(Ki in M); higher means stronger inhibition). Dataset: bindingdb_ki. The compound is N[C@@]1(C(=O)O)COC2C1[C@H]2C(=O)O. The target protein (Q14832) has sequence MKMLTRLQVLTLALFSKGFLLSLGDHNFLRREIKIEGDLVLGGLFPINEKGTGTEECGRINEDRGIQRLEAMLFAIDEINKDDYLLPGVKLGVHILDTCSRDTYALEQSLEFVRASLTKVDEAEYMCPDGSYAIQENIPLLIAGVIGGSYSSVSIQVANLLRLFQIPQISYASTSAKLSDKSRYDYFARTVPPDFYQAKAMAEILRFFNWTYVSTVASEGDYGETGIEAFEQEARLRNICIATAEKVGRSNIRKSYDSVIRELLQKPNARVVVLFMRSDDSRELIAAASRANASFTWVASDGWGAQESIIKGSEHVAYGAITLELASQPVRQFDRYFQSLNPYNNHRNPWFRDFWEQKFQCSLQNKRNHRRVCDKHLAIDSSNYEQESKIMFVVNAVYAMAHALHKMQRTLCPNTTKLCDAMKILDGKKLYKDYLLKINFTAPFNPNKDADSIVKFDTFGDGMGRYNVFNFQNVGGKYSYLKVGHWAETLSLDVNSIHWS.... The pKi is 8.3.